Dataset: Forward reaction prediction with 1.9M reactions from USPTO patents (1976-2016). Task: Predict the product of the given reaction. (1) Given the reactants CO[C:3](=[O:17])[CH2:4][CH2:5][NH:6][C:7]([O:9][CH2:10][C:11]1[CH:16]=[CH:15][CH:14]=[CH:13][CH:12]=1)=[O:8].C(OC([N:25]1[CH2:29][C@H:28]([CH3:30])OS1(=O)=O)=O)(C)(C)C, predict the reaction product. The product is: [CH2:10]([O:9][C:7]([N:6]1[CH2:5][CH2:4][C:3](=[O:17])[NH:25][CH2:29][C@H:28]1[CH3:30])=[O:8])[C:11]1[CH:12]=[CH:13][CH:14]=[CH:15][CH:16]=1. (2) The product is: [ClH:29].[CH3:21][O:20][CH2:19][C:16]1[CH:17]=[C:18]2[C:13]([C:12](=[O:26])[N:11]3[CH2:27][CH2:28][NH:8][CH2:9][C@H:10]32)=[C:14]([C:22]([F:25])([F:23])[F:24])[CH:15]=1. Given the reactants C(OC([N:8]1[CH2:28][CH2:27][N:11]2[C:12](=[O:26])[C:13]3[C:18]([C@@H:10]2[CH2:9]1)=[CH:17][C:16]([CH2:19][O:20][CH3:21])=[CH:15][C:14]=3[C:22]([F:25])([F:24])[F:23])=O)(C)(C)C.[ClH:29], predict the reaction product.